From a dataset of Full USPTO retrosynthesis dataset with 1.9M reactions from patents (1976-2016). Predict the reactants needed to synthesize the given product. Given the product [Cl:1][C:2]1[N:3]=[CH:4][C:5]2[N:6]([CH3:23])[C:7](=[O:20])[C:8]([F:18])([F:19])[CH2:9][N:10]([CH:13]3[CH2:14][CH2:15][CH2:16][CH2:17]3)[C:11]=2[N:12]=1, predict the reactants needed to synthesize it. The reactants are: [Cl:1][C:2]1[N:3]=[CH:4][C:5]2[NH:6][C:7](=[O:20])[C:8]([F:19])([F:18])[CH2:9][N:10]([CH:13]3[CH2:17][CH2:16][CH2:15][CH2:14]3)[C:11]=2[N:12]=1.[H-].[Na+].[CH3:23]I.